Dataset: Catalyst prediction with 721,799 reactions and 888 catalyst types from USPTO. Task: Predict which catalyst facilitates the given reaction. (1) Reactant: [C:1]([N:4]1[C:12]2[CH:11]=[CH:10][CH:9]=[C:8]3[CH2:13][CH2:14][N:15](C(OC(C)(C)C)=O)[CH2:16][CH:6]([C:7]=23)[CH2:5]1)(=[O:3])[CH3:2].[ClH:24].C(OCC)(=O)C. Product: [ClH:24].[N:4]1([C:1](=[O:3])[CH3:2])[C:12]2[CH:11]=[CH:10][CH:9]=[C:8]3[CH2:13][CH2:14][NH:15][CH2:16][CH:6]([C:7]=23)[CH2:5]1. The catalyst class is: 8. (2) Reactant: [CH3:1][C:2]([CH3:34])([CH3:33])[CH2:3][CH2:4][N:5]1[C:10](=[O:11])[C:9]([C:12]2[NH:17][C:16]3[CH:18]=[CH:19][C:20]([NH:22][S:23]([CH3:26])(=[O:25])=[O:24])=[CH:21][C:15]=3[S:14](=[O:28])(=[O:27])[N:13]=2)=[C:8]([OH:29])[CH:7]2[CH2:30][CH2:31][CH2:32][N:6]12.[C:35](=O)([O-])[O-].[K+].[K+].IC. Product: [CH3:1][C:2]([CH3:34])([CH3:33])[CH2:3][CH2:4][N:5]1[C:10](=[O:11])[C:9]([C:12]2[NH:17][C:16]3[CH:18]=[CH:19][C:20]([N:22]([CH3:35])[S:23]([CH3:26])(=[O:25])=[O:24])=[CH:21][C:15]=3[S:14](=[O:28])(=[O:27])[N:13]=2)=[C:8]([OH:29])[CH:7]2[CH2:30][CH2:31][CH2:32][N:6]12. The catalyst class is: 9.